From a dataset of Reaction yield outcomes from USPTO patents with 853,638 reactions. Predict the reaction yield, written as a fraction of the theoretical maximum amount of product (1.0 means a 100% yield; for example, 0.34 means a 34% yield). The reactants are [CH2:1]([C:8]1[C:9]([C:21]2[CH:26]=[CH:25][CH:24]=[C:23]([C:27]([F:30])([F:29])[F:28])[CH:22]=2)=[C:10]2[S:17][CH2:16][C@@H:15]([C:18]([NH2:20])=[O:19])[N:11]2[C:12](=[O:14])[CH:13]=1)[CH2:2][CH2:3][CH2:4][CH2:5][CH2:6][CH3:7].[C:31]1([S:37](N)(=[O:39])=[O:38])[CH:36]=[CH:35][CH:34]=[CH:33][CH:32]=1. The catalyst is C(Cl)Cl. The product is [CH2:1]([C:8]1[C:9]([C:21]2[CH:26]=[CH:25][CH:24]=[C:23]([C:27]([F:30])([F:29])[F:28])[CH:22]=2)=[C:10]2[S:17][CH2:16][C@@H:15]([C:18]([NH:20][S:37]([C:31]3[CH:36]=[CH:35][CH:34]=[CH:33][CH:32]=3)(=[O:39])=[O:38])=[O:19])[N:11]2[C:12](=[O:14])[CH:13]=1)[CH2:2][CH2:3][CH2:4][CH2:5][CH2:6][CH3:7]. The yield is 0.620.